This data is from Forward reaction prediction with 1.9M reactions from USPTO patents (1976-2016). The task is: Predict the product of the given reaction. (1) Given the reactants C(OC(=O)[N:7]([C:9]1[CH:14]=[CH:13][CH:12]=[C:11]([CH2:15][CH2:16][O:17][C:18]2[CH:19]=[C:20]3[C:24](=[CH:25][CH:26]=2)[NH:23][CH:22]=[CH:21]3)[N:10]=1)[CH3:8])(C)(C)C.C([O:30][C:31](=[O:44])[C:32]#[C:33][C:34]1[CH:35]=[N:36][C:37]2[C:42]([CH:43]=1)=[CH:41][CH:40]=[CH:39][CH:38]=2)C, predict the reaction product. The product is: [CH3:8][NH:7][C:9]1[N:10]=[C:11]([CH2:15][CH2:16][O:17][C:18]2[CH:19]=[C:20]3[C:24](=[CH:25][CH:26]=2)[N:23]([CH:33]([C:34]2[CH:35]=[N:36][C:37]4[C:42]([CH:43]=2)=[CH:41][CH:40]=[CH:39][CH:38]=4)[CH2:32][C:31]([OH:44])=[O:30])[CH:22]=[CH:21]3)[CH:12]=[CH:13][CH:14]=1. (2) Given the reactants [Br:1][C:2]([F:13])([F:12])[C:3]([F:11])([F:10])[CH2:4][CH2:5][CH2:6][C:7](Cl)=[O:8].[BH4-].[Na+].S(=O)(=O)(O)O, predict the reaction product. The product is: [Br:1][C:2]([F:12])([F:13])[C:3]([F:10])([F:11])[CH2:4][CH2:5][CH2:6][CH2:7][OH:8].